This data is from Forward reaction prediction with 1.9M reactions from USPTO patents (1976-2016). The task is: Predict the product of the given reaction. (1) Given the reactants [Cl:1][C:2]1[CH:7]=[CH:6][CH:5]=[CH:4][C:3]=1[CH2:8][N:9]1[C:14](=[O:15])[CH:13]=[C:12]([OH:16])[N:11]=[C:10]1[C:17]1[C:22]([Br:23])=[CH:21][CH:20]=[CH:19][C:18]=1[Br:24].[Cl-].C[Al+]C.CCCCCC.ClC1C=CC=CC=1[CH2:38][NH2:39].BrC1C=CC=C(Br)C=1C#N.C(OCC)(=O)[CH2:55][C:56]([O:58]CC)=[O:57].C[O-:66].[Na+].CO, predict the reaction product. The product is: [Cl:1][C:2]1[CH:7]=[CH:6][CH:5]=[CH:4][C:3]=1[CH2:8][N:9]1[C:14](=[O:15])[C:13]([C:38]([NH:39][CH2:55][C:56]([OH:58])=[O:57])=[O:66])=[C:12]([OH:16])[N:11]=[C:10]1[C:17]1[C:18]([Br:24])=[CH:19][CH:20]=[CH:21][C:22]=1[Br:23]. (2) Given the reactants Cl[CH2:2][C:3]([NH:5][C:6]1[CH:14]=[CH:13][C:12]([Cl:15])=[C:11]2[C:7]=1[C:8](=[O:33])[N:9]([C@@H:16]([C:22]1[CH:27]=[CH:26][C:25]([O:28][CH3:29])=[C:24]([O:30][CH2:31][CH3:32])[CH:23]=1)[CH2:17][S:18]([CH3:21])(=[O:20])=[O:19])[CH2:10]2)=[O:4].[CH3:34][N:35]1[CH2:40][CH2:39][NH:38][CH2:37][CH2:36]1, predict the reaction product. The product is: [Cl:15][C:12]1[CH:13]=[CH:14][C:6]([NH:5][C:3](=[O:4])[CH2:2][N:38]2[CH2:39][CH2:40][N:35]([CH3:34])[CH2:36][CH2:37]2)=[C:7]2[C:11]=1[CH2:10][N:9]([C@@H:16]([C:22]1[CH:27]=[CH:26][C:25]([O:28][CH3:29])=[C:24]([O:30][CH2:31][CH3:32])[CH:23]=1)[CH2:17][S:18]([CH3:21])(=[O:19])=[O:20])[C:8]2=[O:33].